Dataset: Reaction yield outcomes from USPTO patents with 853,638 reactions. Task: Predict the reaction yield, written as a fraction of the theoretical maximum amount of product (1.0 means a 100% yield; for example, 0.34 means a 34% yield). (1) The reactants are Br[C:2]1[CH:3]=[C:4]([C:8]([CH3:15])([CH3:14])[C:9]([N:11]([CH3:13])[CH3:12])=[O:10])[CH:5]=[CH:6][CH:7]=1.CO.[C:18]([O-:21])([O-])=[O:19].[Cs+].[Cs+].[CH:24]1C=CC(P(C2C(C3C(P(C4C=CC=CC=4)C4C=CC=CC=4)=CC=C4C=3C=CC=C4)=C3C(C=CC=C3)=CC=2)C2C=CC=CC=2)=CC=1. The catalyst is C1(C)C=CC=CC=1.CC#N.CC([O-])=O.CC([O-])=O.[Pd+2]. The product is [CH3:12][N:11]([CH3:13])[C:9](=[O:10])[C:8]([C:4]1[CH:3]=[C:2]([CH:7]=[CH:6][CH:5]=1)[C:18]([O:21][CH3:24])=[O:19])([CH3:15])[CH3:14]. The yield is 0.270. (2) The reactants are Br[C:2]1[S:3][CH:4]=[C:5]([Br:7])[CH:6]=1.C([Li])CCC.[Cl:13][C:14]1[N:19]=[CH:18][CH:17]=[CH:16][N:15]=1.C(C1C(=O)C(Cl)=C(Cl)C(=O)C=1C#N)#N. The catalyst is C(OCC)C.C(OCC)(=O)C. The product is [Br:7][C:5]1[CH:6]=[C:2]([C:16]2[CH:17]=[CH:18][N:19]=[C:14]([Cl:13])[N:15]=2)[S:3][CH:4]=1. The yield is 0.370. (3) The reactants are [NH2:1][C:2]1[CH:7]=[C:6]([O:8][C:9]2[CH:10]=[CH:11][C:12]([NH:15][C:16]([C:18]3[C:19](=[O:31])[N:20]([C:25]4[CH:30]=[CH:29][CH:28]=[CH:27][CH:26]=4)[N:21]([CH3:24])[C:22]=3[CH3:23])=[O:17])=[N:13][CH:14]=2)[CH:5]=[CH:4][N:3]=1.[CH:32]1([C:35](Cl)=[O:36])[CH2:34][CH2:33]1. The catalyst is C(Cl)Cl.C(N(CC)CC)C.O. The product is [CH:32]1([C:35]([NH:1][C:2]2[CH:7]=[C:6]([O:8][C:9]3[CH:10]=[CH:11][C:12]([NH:15][C:16]([C:18]4[C:19](=[O:31])[N:20]([C:25]5[CH:26]=[CH:27][CH:28]=[CH:29][CH:30]=5)[N:21]([CH3:24])[C:22]=4[CH3:23])=[O:17])=[N:13][CH:14]=3)[CH:5]=[CH:4][N:3]=2)=[O:36])[CH2:34][CH2:33]1. The yield is 0.600.